This data is from Catalyst prediction with 721,799 reactions and 888 catalyst types from USPTO. The task is: Predict which catalyst facilitates the given reaction. (1) Reactant: Br[C:2]1[C:3]([N:9]2[CH2:14][CH2:13][CH:12]([CH2:15][NH:16][C:17](=[O:23])[O:18][C:19]([CH3:22])([CH3:21])[CH3:20])[CH2:11][CH2:10]2)=[N:4][C:5]([Cl:8])=[N:6][CH:7]=1.[N:24]1[CH:29]=[CH:28][C:27](B(O)O)=[CH:26][CH:25]=1.C([O-])([O-])=O.[Na+].[Na+]. Product: [Cl:8][C:5]1[N:4]=[C:3]([N:9]2[CH2:14][CH2:13][CH:12]([CH2:15][NH:16][C:17](=[O:23])[O:18][C:19]([CH3:22])([CH3:21])[CH3:20])[CH2:11][CH2:10]2)[C:2]([C:27]2[CH:28]=[CH:29][N:24]=[CH:25][CH:26]=2)=[CH:7][N:6]=1. The catalyst class is: 184. (2) Reactant: [Br:1][C:2]1[CH:7]=[C:6]([Cl:8])[CH:5]=[CH:4][C:3]=1[OH:9].[F:10][C:11]([F:22])([F:21])[CH2:12]OS(C(F)(F)F)(=O)=O.C(=O)([O-])[O-].[K+].[K+]. Product: [Br:1][C:2]1[CH:7]=[C:6]([Cl:8])[CH:5]=[CH:4][C:3]=1[O:9][CH2:12][C:11]([F:22])([F:21])[F:10]. The catalyst class is: 3. (3) Reactant: [CH2:1]1[C:9]2[C:4](=[CH:5][CH:6]=[CH:7][CH:8]=2)[C:3]([CH2:10][C:11]([N:13]2[CH2:18][CH2:17][C:16](=[N:19]O)[CH2:15][CH2:14]2)=O)=[CH:2]1.[H-].[Al+3].[Li+].[H-].[H-].[H-].O.[OH-].[Na+]. Product: [CH2:1]1[C:9]2[C:4](=[CH:5][CH:6]=[CH:7][CH:8]=2)[C:3]([CH2:10][CH2:11][N:13]2[CH2:14][CH2:15][CH:16]([NH2:19])[CH2:17][CH2:18]2)=[CH:2]1. The catalyst class is: 7. (4) Reactant: [CH:1]1([C:4]2[NH:8][N:7]=[C:6]([NH:9][C:10]3[C:17]([F:18])=[CH:16][C:13]([C:14]#[N:15])=[C:12](F)[N:11]=3)[CH:5]=2)[CH2:3][CH2:2]1.CCN(C(C)C)C(C)C.[F:29][C:30]1[CH:31]=[CH:32][C:33]([C@@H:36]([NH2:38])[CH3:37])=[N:34][CH:35]=1. Product: [CH:1]1([C:4]2[NH:8][N:7]=[C:6]([NH:9][C:10]3[C:17]([F:18])=[CH:16][C:13]([C:14]#[N:15])=[C:12]([NH:38][C@H:36]([C:33]4[CH:32]=[CH:31][C:30]([F:29])=[CH:35][N:34]=4)[CH3:37])[N:11]=3)[CH:5]=2)[CH2:3][CH2:2]1. The catalyst class is: 114.